Task: Predict the product of the given reaction.. Dataset: Forward reaction prediction with 1.9M reactions from USPTO patents (1976-2016) Given the reactants Br[C:2]1[C:3]([NH2:9])=[N:4][CH:5]=[C:6]([Br:8])[N:7]=1.[OH:10][C:11]1[CH:16]=[CH:15][C:14](B(O)O)=[CH:13][CH:12]=1.C([O-])([O-])=O.[Na+].[Na+], predict the reaction product. The product is: [NH2:9][C:3]1[C:2]([C:14]2[CH:15]=[CH:16][C:11]([OH:10])=[CH:12][CH:13]=2)=[N:7][C:6]([Br:8])=[CH:5][N:4]=1.